This data is from Peptide-MHC class II binding affinity with 134,281 pairs from IEDB. The task is: Regression. Given a peptide amino acid sequence and an MHC pseudo amino acid sequence, predict their binding affinity value. This is MHC class II binding data. (1) The peptide sequence is TFTVEKGSNEKHLAV. The MHC is HLA-DPA10103-DPB10301 with pseudo-sequence HLA-DPA10103-DPB10301. The binding affinity (normalized) is 0. (2) The peptide sequence is QMSIQLINKAVNALI. The MHC is DRB5_0101 with pseudo-sequence DRB5_0101. The binding affinity (normalized) is 0.587. (3) The MHC is DRB1_1101 with pseudo-sequence DRB1_1101. The peptide sequence is KDFTFVCPTEIVEFAKLAKQ. The binding affinity (normalized) is 0.257.